Regression. Given two drug SMILES strings and cell line genomic features, predict the synergy score measuring deviation from expected non-interaction effect. From a dataset of NCI-60 drug combinations with 297,098 pairs across 59 cell lines. (1) Drug 1: CNC(=O)C1=NC=CC(=C1)OC2=CC=C(C=C2)NC(=O)NC3=CC(=C(C=C3)Cl)C(F)(F)F. Drug 2: CC12CCC3C(C1CCC2OP(=O)(O)O)CCC4=C3C=CC(=C4)OC(=O)N(CCCl)CCCl.[Na+]. Cell line: LOX IMVI. Synergy scores: CSS=-12.3, Synergy_ZIP=7.48, Synergy_Bliss=5.99, Synergy_Loewe=-6.39, Synergy_HSA=-6.75. (2) Drug 1: C(CC(=O)O)C(=O)CN.Cl. Drug 2: C(CCl)NC(=O)N(CCCl)N=O. Cell line: HS 578T. Synergy scores: CSS=32.7, Synergy_ZIP=-10.9, Synergy_Bliss=-4.34, Synergy_Loewe=0.632, Synergy_HSA=2.40. (3) Drug 1: CC(CN1CC(=O)NC(=O)C1)N2CC(=O)NC(=O)C2. Drug 2: C1CNP(=O)(OC1)N(CCCl)CCCl. Synergy scores: CSS=18.6, Synergy_ZIP=4.19, Synergy_Bliss=9.94, Synergy_Loewe=-3.34, Synergy_HSA=7.71. Cell line: NCIH23. (4) Drug 1: CC1OCC2C(O1)C(C(C(O2)OC3C4COC(=O)C4C(C5=CC6=C(C=C35)OCO6)C7=CC(=C(C(=C7)OC)O)OC)O)O. Drug 2: C1=NC2=C(N1)C(=S)N=CN2. Cell line: EKVX. Synergy scores: CSS=22.7, Synergy_ZIP=-1.38, Synergy_Bliss=1.72, Synergy_Loewe=2.20, Synergy_HSA=2.01. (5) Drug 1: COC1=NC(=NC2=C1N=CN2C3C(C(C(O3)CO)O)O)N. Drug 2: C(CN)CNCCSP(=O)(O)O. Cell line: SNB-75. Synergy scores: CSS=3.35, Synergy_ZIP=-0.929, Synergy_Bliss=-0.105, Synergy_Loewe=1.69, Synergy_HSA=0.300. (6) Drug 1: CC1C(C(CC(O1)OC2CC(CC3=C2C(=C4C(=C3O)C(=O)C5=C(C4=O)C(=CC=C5)OC)O)(C(=O)C)O)N)O.Cl. Drug 2: CC1CCCC2(C(O2)CC(NC(=O)CC(C(C(=O)C(C1O)C)(C)C)O)C(=CC3=CSC(=N3)C)C)C. Cell line: NCI-H226. Synergy scores: CSS=10.8, Synergy_ZIP=-3.50, Synergy_Bliss=4.27, Synergy_Loewe=2.05, Synergy_HSA=3.14. (7) Drug 1: CN1C(=O)N2C=NC(=C2N=N1)C(=O)N. Cell line: HS 578T. Synergy scores: CSS=7.20, Synergy_ZIP=-2.60, Synergy_Bliss=-1.04, Synergy_Loewe=-0.219, Synergy_HSA=-0.0469. Drug 2: C1C(C(OC1N2C=NC3=C2NC=NCC3O)CO)O. (8) Drug 1: CC1C(C(CC(O1)OC2CC(OC(C2O)C)OC3=CC4=CC5=C(C(=O)C(C(C5)C(C(=O)C(C(C)O)O)OC)OC6CC(C(C(O6)C)O)OC7CC(C(C(O7)C)O)OC8CC(C(C(O8)C)O)(C)O)C(=C4C(=C3C)O)O)O)O. Drug 2: COC1=C2C(=CC3=C1OC=C3)C=CC(=O)O2. Cell line: K-562. Synergy scores: CSS=62.6, Synergy_ZIP=-2.00, Synergy_Bliss=-9.30, Synergy_Loewe=-46.9, Synergy_HSA=-9.81. (9) Drug 1: CN(CC1=CN=C2C(=N1)C(=NC(=N2)N)N)C3=CC=C(C=C3)C(=O)NC(CCC(=O)O)C(=O)O. Drug 2: CC1=CC=C(C=C1)C2=CC(=NN2C3=CC=C(C=C3)S(=O)(=O)N)C(F)(F)F. Cell line: OVCAR-5. Synergy scores: CSS=45.3, Synergy_ZIP=-2.87, Synergy_Bliss=-7.94, Synergy_Loewe=-56.9, Synergy_HSA=-8.41. (10) Drug 1: C1=C(C(=O)NC(=O)N1)F. Drug 2: CC(C)NC(=O)C1=CC=C(C=C1)CNNC.Cl. Cell line: MCF7. Synergy scores: CSS=27.8, Synergy_ZIP=3.92, Synergy_Bliss=2.45, Synergy_Loewe=-2.32, Synergy_HSA=3.43.